Dataset: NCI-60 drug combinations with 297,098 pairs across 59 cell lines. Task: Regression. Given two drug SMILES strings and cell line genomic features, predict the synergy score measuring deviation from expected non-interaction effect. (1) Drug 1: C1=NC2=C(N=C(N=C2N1C3C(C(C(O3)CO)O)O)F)N. Drug 2: CC(C)NC(=O)C1=CC=C(C=C1)CNNC.Cl. Cell line: MDA-MB-435. Synergy scores: CSS=7.91, Synergy_ZIP=-2.59, Synergy_Bliss=0.0256, Synergy_Loewe=-26.1, Synergy_HSA=-1.48. (2) Drug 1: C1=CC(=CC=C1C#N)C(C2=CC=C(C=C2)C#N)N3C=NC=N3. Drug 2: CC1=C(C(CCC1)(C)C)C=CC(=CC=CC(=CC(=O)O)C)C. Cell line: MOLT-4. Synergy scores: CSS=10.9, Synergy_ZIP=2.76, Synergy_Bliss=-5.10, Synergy_Loewe=10.00, Synergy_HSA=-2.79. (3) Drug 1: C1CC(C1)(C(=O)O)C(=O)O.[NH2-].[NH2-].[Pt+2]. Drug 2: C1CC(=O)NC(=O)C1N2C(=O)C3=CC=CC=C3C2=O. Cell line: TK-10. Synergy scores: CSS=1.29, Synergy_ZIP=1.67, Synergy_Bliss=3.86, Synergy_Loewe=0.747, Synergy_HSA=0.289. (4) Drug 1: CC1C(C(CC(O1)OC2CC(CC3=C2C(=C4C(=C3O)C(=O)C5=C(C4=O)C(=CC=C5)OC)O)(C(=O)CO)O)N)O.Cl. Drug 2: CC12CCC3C(C1CCC2=O)CC(=C)C4=CC(=O)C=CC34C. Cell line: MOLT-4. Synergy scores: CSS=8.48, Synergy_ZIP=-4.06, Synergy_Bliss=-1.64, Synergy_Loewe=-3.35, Synergy_HSA=-2.09.